From a dataset of CYP2C9 inhibition data for predicting drug metabolism from PubChem BioAssay. Regression/Classification. Given a drug SMILES string, predict its absorption, distribution, metabolism, or excretion properties. Task type varies by dataset: regression for continuous measurements (e.g., permeability, clearance, half-life) or binary classification for categorical outcomes (e.g., BBB penetration, CYP inhibition). Dataset: cyp2c9_veith. The drug is O=c1cnc2cnc(Nc3ccccc3)nc2n1C[C@H]1CCCO1. The result is 0 (non-inhibitor).